This data is from Forward reaction prediction with 1.9M reactions from USPTO patents (1976-2016). The task is: Predict the product of the given reaction. (1) Given the reactants Br[C:2]1[C:3]([NH2:14])=[N:4][C:5]([N:8]2[CH2:13][CH2:12][O:11][CH2:10][CH2:9]2)=[N:6][CH:7]=1.[F:15][CH:16]([F:33])[O:17][C:18]1[CH:23]=[CH:22][C:21](B2OC(C)(C)C(C)(C)O2)=[CH:20][CH:19]=1.C1(P(C2CCCCC2)C2CCCCC2)CCCCC1.[O-]P([O-])([O-])=O.[K+].[K+].[K+], predict the reaction product. The product is: [F:15][CH:16]([F:33])[O:17][C:18]1[CH:23]=[CH:22][C:21]([C:2]2[C:3]([NH2:14])=[N:4][C:5]([N:8]3[CH2:13][CH2:12][O:11][CH2:10][CH2:9]3)=[N:6][CH:7]=2)=[CH:20][CH:19]=1. (2) Given the reactants [C:1]1([CH2:7][O:8][C:9]2[C:18]3[C:13](=[CH:14][CH:15]=[CH:16][CH:17]=3)[C:12]([O:19][CH2:20][C:21]3[CH:26]=[CH:25][CH:24]=[CH:23][CH:22]=3)=[C:11]([C:27](O)=[O:28])[C:10]=2[C:30](O)=[O:31])[CH:6]=[CH:5][CH:4]=[CH:3][CH:2]=1.[NH2:33][C:34]1[CH:39]=[CH:38][C:37]([CH2:40][C:41]([O:43][CH2:44][CH3:45])=[O:42])=[CH:36][C:35]=1[Cl:46].O, predict the reaction product. The product is: [Cl:46][C:35]1[CH:36]=[C:37]([CH2:40][C:41]([O:43][CH2:44][CH3:45])=[O:42])[CH:38]=[CH:39][C:34]=1[N:33]1[C:27](=[O:28])[C:11]2[C:12]([O:19][CH2:20][C:21]3[CH:22]=[CH:23][CH:24]=[CH:25][CH:26]=3)=[C:13]3[CH:14]=[CH:15][CH:16]=[CH:17][C:18]3=[C:9]([O:8][CH2:7][C:1]3[CH:6]=[CH:5][CH:4]=[CH:3][CH:2]=3)[C:10]=2[C:30]1=[O:31]. (3) Given the reactants [CH3:1][C:2]1[CH:7]=[C:6]([O:8][CH3:9])[CH:5]=[CH:4][C:3]=1[C:10]#[C:11][C:12]1[CH:13]=[C:14](Cl)[C:15]([C:18]#[N:19])=[N:16][CH:17]=1.CC1(C)C(C)(C)OB([C:29]2[CH:34]=[CH:33][CH:32]=[CH:31][C:30]=2[NH:35]C(=O)OC(C)(C)C)O1.[O-]P([O-])([O-])=O.[K+].[K+].[K+].[CH:52]1(P(C2CCCCC2)C2C=CC=CC=2C2C(OC)=CC=CC=2OC)CCCCC1, predict the reaction product. The product is: [CH3:9][O:8][C:6]1[CH:5]=[CH:4][C:3]([C:10]#[C:11][C:12]2[CH:17]=[N:16][C:15]3[C:14]([CH:13]=2)=[C:31]2[CH:32]=[CH:33][C:34]([CH3:52])=[CH:29][C:30]2=[N:35][C:18]=3[NH2:19])=[C:2]([CH3:1])[CH:7]=1. (4) Given the reactants C([Si](C)(C)[O:6][C:7]1[CH:12]=[CH:11][C:10]([C:13]2[C:17]([C:18]3[CH:23]=[CH:22][CH:21]=[CH:20][CH:19]=3)=[C:16]([C:24]3([CH2:27]OS(C)(=O)=O)[CH2:26][CH2:25]3)[O:15][N:14]=2)=[CH:9][CH:8]=1)(C)(C)C.[CH3:35][NH2:36], predict the reaction product. The product is: [CH3:35][NH:36][CH2:27][C:24]1([C:16]2[O:15][N:14]=[C:13]([C:10]3[CH:11]=[CH:12][C:7]([OH:6])=[CH:8][CH:9]=3)[C:17]=2[C:18]2[CH:23]=[CH:22][CH:21]=[CH:20][CH:19]=2)[CH2:26][CH2:25]1. (5) Given the reactants [F:1][C:2]1[CH:7]=[CH:6][C:5]([C:8]2[CH:9]=[N:10][NH:11][C:12]=2[NH2:13])=[CH:4][CH:3]=1.O=[C:15]([C:22]1[CH:23]=[N:24][CH:25]=[CH:26][CH:27]=1)[CH2:16][C:17](OCC)=[O:18], predict the reaction product. The product is: [F:1][C:2]1[CH:3]=[CH:4][C:5]([C:8]2[CH:9]=[N:10][N:11]3[C:17](=[O:18])[CH:16]=[C:15]([C:22]4[CH:23]=[N:24][CH:25]=[CH:26][CH:27]=4)[NH:13][C:12]=23)=[CH:6][CH:7]=1. (6) Given the reactants Br[C:2]1[CH:7]=[CH:6][CH:5]=[C:4]([CH2:8][CH2:9][O:10][CH3:11])[N:3]=1.[NH2:12][C:13]1[S:14][C:15]([C:21]2[C:26]([F:27])=[CH:25][C:24]([C:28]([OH:31])([CH3:30])[CH3:29])=[CH:23][C:22]=2[F:32])=[CH:16][C:17]=1[C:18]([NH2:20])=[O:19], predict the reaction product. The product is: [F:32][C:22]1[CH:23]=[C:24]([C:28]([OH:31])([CH3:30])[CH3:29])[CH:25]=[C:26]([F:27])[C:21]=1[C:15]1[S:14][C:13]([NH:12][C:2]2[CH:7]=[CH:6][CH:5]=[C:4]([CH2:8][CH2:9][O:10][CH3:11])[N:3]=2)=[C:17]([C:18]([NH2:20])=[O:19])[CH:16]=1. (7) Given the reactants [S:1]1[C:5]2[CH:6]=[CH:7][CH:8]=[C:9]([O:10][C:11]3[CH:16]=[CH:15][C:14]([NH:17][C:18]4[C:19]5[N:26]([CH2:27][CH2:28][NH:29][C:30](=[O:36])[C:31]([CH3:35])([CH3:34])[CH2:32][OH:33])[CH:25]=[CH:24][C:20]=5[N:21]=[CH:22][N:23]=4)=[CH:13][C:12]=3[Cl:37])[C:4]=2[CH:3]=[CH:2]1.Cl.C(OCC)(=O)C.C(OCC)(=O)C, predict the reaction product. The product is: [ClH:37].[S:1]1[C:5]2[CH:6]=[CH:7][CH:8]=[C:9]([O:10][C:11]3[CH:16]=[CH:15][C:14]([NH:17][C:18]4[C:19]5[N:26]([CH2:27][CH2:28][NH:29][C:30](=[O:36])[C:31]([CH3:35])([CH3:34])[CH2:32][OH:33])[CH:25]=[CH:24][C:20]=5[N:21]=[CH:22][N:23]=4)=[CH:13][C:12]=3[Cl:37])[C:4]=2[CH:3]=[CH:2]1.